This data is from NCI-60 drug combinations with 297,098 pairs across 59 cell lines. The task is: Regression. Given two drug SMILES strings and cell line genomic features, predict the synergy score measuring deviation from expected non-interaction effect. (1) Drug 1: CN(C)C1=NC(=NC(=N1)N(C)C)N(C)C. Drug 2: C1=NC2=C(N1)C(=S)N=CN2. Cell line: SK-MEL-5. Synergy scores: CSS=3.77, Synergy_ZIP=-0.213, Synergy_Bliss=1.09, Synergy_Loewe=-25.8, Synergy_HSA=-3.45. (2) Drug 1: C1=CC(=CC=C1CCCC(=O)O)N(CCCl)CCCl. Drug 2: C1=NC2=C(N=C(N=C2N1C3C(C(C(O3)CO)O)O)F)N. Cell line: OVCAR-5. Synergy scores: CSS=0.745, Synergy_ZIP=-5.98, Synergy_Bliss=-6.66, Synergy_Loewe=-9.01, Synergy_HSA=-6.60. (3) Drug 2: C(CN)CNCCSP(=O)(O)O. Cell line: HL-60(TB). Synergy scores: CSS=-3.52, Synergy_ZIP=1.22, Synergy_Bliss=0.497, Synergy_Loewe=-8.93, Synergy_HSA=-7.64. Drug 1: CN1C(=O)N2C=NC(=C2N=N1)C(=O)N.